Dataset: Full USPTO retrosynthesis dataset with 1.9M reactions from patents (1976-2016). Task: Predict the reactants needed to synthesize the given product. (1) Given the product [N:1]1[CH:6]=[CH:5][N:4]=[CH:3][C:2]=1[C:7]([NH:18][C@H:19]([C:27]([OH:29])=[O:28])[CH2:20][C:21]1[CH:26]=[CH:25][CH:24]=[CH:23][CH:22]=1)=[O:9], predict the reactants needed to synthesize it. The reactants are: [N:1]1[CH:6]=[CH:5][N:4]=[CH:3][C:2]=1[C:7]([OH:9])=O.C(OC(Cl)=O)C.[OH-].[Na+].[NH2:18][C@H:19]([C:27]([OH:29])=[O:28])[CH2:20][C:21]1[CH:26]=[CH:25][CH:24]=[CH:23][CH:22]=1. (2) Given the product [NH2:1][C:2]1[C:11]2[N:10]=[CH:9][C:8]([CH2:12][CH2:13][C:14]3[CH:22]=[CH:21][C:17]([C:18]([NH:34][CH2:33][CH2:32][N:31]([CH2:35][CH3:36])[CH2:29][CH3:30])=[O:19])=[CH:16][C:15]=3[CH3:23])=[CH:7][C:6]=2[C:5]2[CH:24]=[CH:25][C:26]([CH3:28])=[CH:27][C:4]=2[N:3]=1, predict the reactants needed to synthesize it. The reactants are: [NH2:1][C:2]1[C:11]2[N:10]=[CH:9][C:8]([CH2:12][CH2:13][C:14]3[CH:22]=[CH:21][C:17]([C:18](Cl)=[O:19])=[CH:16][C:15]=3[CH3:23])=[CH:7][C:6]=2[C:5]2[CH:24]=[CH:25][C:26]([CH3:28])=[CH:27][C:4]=2[N:3]=1.[CH2:29]([N:31]([CH2:35][CH3:36])[CH2:32][CH2:33][NH2:34])[CH3:30].